This data is from Full USPTO retrosynthesis dataset with 1.9M reactions from patents (1976-2016). The task is: Predict the reactants needed to synthesize the given product. Given the product [Br:1][C:2]1[CH:3]=[CH:4][C:5]([C:8]2[O:12][N:11]=[C:10]([CH3:13])[C:9]=2[CH:14]([OH:18])[C:15]([NH:27][CH2:19][CH2:20][C:21]2[CH:26]=[CH:25][CH:24]=[CH:23][CH:22]=2)=[O:17])=[CH:6][CH:7]=1, predict the reactants needed to synthesize it. The reactants are: [Br:1][C:2]1[CH:7]=[CH:6][C:5]([C:8]2[O:12][N:11]=[C:10]([CH3:13])[C:9]=2[CH:14]([OH:18])[C:15]([OH:17])=O)=[CH:4][CH:3]=1.[CH2:19]([NH2:27])[CH2:20][C:21]1[CH:26]=[CH:25][CH:24]=[CH:23][CH:22]=1.